This data is from Reaction yield outcomes from USPTO patents with 853,638 reactions. The task is: Predict the reaction yield, written as a fraction of the theoretical maximum amount of product (1.0 means a 100% yield; for example, 0.34 means a 34% yield). The reactants are [C:1]1([CH:7](O)[CH:8]=[CH:9][CH3:10])[CH:6]=[CH:5][CH:4]=[CH:3][CH:2]=1.Cl.CC[O:15]CC.C(=O)(O)[O-].[Na+]. The catalyst is O1CCOCC1. The product is [C:1]1([CH:7]=[CH:8][CH:9]([OH:15])[CH3:10])[CH:6]=[CH:5][CH:4]=[CH:3][CH:2]=1. The yield is 0.968.